Dataset: Rat liver microsome stability data. Task: Regression/Classification. Given a drug SMILES string, predict its absorption, distribution, metabolism, or excretion properties. Task type varies by dataset: regression for continuous measurements (e.g., permeability, clearance, half-life) or binary classification for categorical outcomes (e.g., BBB penetration, CYP inhibition). Dataset: rlm. (1) The drug is COc1cccc(NS(=O)(=O)c2ccc(NCc3cccc(OC)c3O)cc2)c1. The result is 1 (stable in rat liver microsomes). (2) The molecule is O=C(Cc1ccc(F)c(Cl)c1)Nc1ccc(S(=O)(=O)Nc2nncs2)cc1. The result is 0 (unstable in rat liver microsomes). (3) The drug is Cn1c(=O)cc(N2CCC[C@@H](N)C2)n(Cc2ccccc2Br)c1=O. The result is 0 (unstable in rat liver microsomes).